Task: Predict the product of the given reaction.. Dataset: Forward reaction prediction with 1.9M reactions from USPTO patents (1976-2016) (1) Given the reactants C([O:3][C:4](=[O:20])[CH2:5][N:6]([CH2:8][CH2:9][C:10]1[C:15]([N+:16]([O-:18])=[O:17])=[CH:14][CH:13]=[CH:12][C:11]=1[Cl:19])[CH3:7])C, predict the reaction product. The product is: [Cl:19][C:11]1[CH:12]=[CH:13][CH:14]=[C:15]([N+:16]([O-:18])=[O:17])[C:10]=1[CH2:9][CH2:8][N:6]([CH2:5][C:4]([OH:20])=[O:3])[CH3:7]. (2) Given the reactants [OH-].[Na+].Br[CH2:4][CH2:5]Cl.[N:7]1[C:16]2[C:11](=[CH:12][C:13]([CH2:17][C:18]#[N:19])=[CH:14][CH:15]=2)[CH:10]=[CH:9][CH:8]=1, predict the reaction product. The product is: [N:7]1[C:16]2[C:11](=[CH:12][C:13]([C:17]3([C:18]#[N:19])[CH2:5][CH2:4]3)=[CH:14][CH:15]=2)[CH:10]=[CH:9][CH:8]=1. (3) Given the reactants [Cl:1][C:2]1[C:10]([C:11]([C:14]#[N:15])([CH3:13])[CH3:12])=[CH:9][CH:8]=[CH:7][C:3]=1[C:4]([OH:6])=O.C(Cl)(=O)C(Cl)=O.CN(C)C=O.[NH2:27][C:28]1[CH:29]=[C:30]([CH:47]=[CH:48][CH:49]=1)[O:31][C:32]1[CH:44]=[CH:43][C:35]2[N:36]=[C:37]([NH:39][C:40](=[O:42])[CH3:41])[S:38][C:34]=2[C:33]=1[C:45]#[N:46], predict the reaction product. The product is: [C:40]([NH:39][C:37]1[S:38][C:34]2[C:33]([C:45]#[N:46])=[C:32]([O:31][C:30]3[CH:29]=[C:28]([NH:27][C:4](=[O:6])[C:3]4[CH:7]=[CH:8][CH:9]=[C:10]([C:11]([C:14]#[N:15])([CH3:13])[CH3:12])[C:2]=4[Cl:1])[CH:49]=[CH:48][CH:47]=3)[CH:44]=[CH:43][C:35]=2[N:36]=1)(=[O:42])[CH3:41].